Dataset: Reaction yield outcomes from USPTO patents with 853,638 reactions. Task: Predict the reaction yield, written as a fraction of the theoretical maximum amount of product (1.0 means a 100% yield; for example, 0.34 means a 34% yield). (1) The reactants are [NH2:1][C:2]1[N:7]=[C:6]([C:8]2[N:12]3[CH:13]=[CH:14][CH:15]=[CH:16][C:11]3=[N:10][CH:9]=2)[CH:5]=[CH:4][N:3]=1.Br[C:18]1[CH:23]=[CH:22][C:21]([C:24]([C:26]2[CH:27]=[N:28][NH:29][CH:30]=2)=[O:25])=[CH:20][CH:19]=1.CC(C)([O-])C.[K+]. No catalyst specified. The product is [NH:29]1[CH2:30][CH:26]([C:24]([C:21]2[CH:22]=[CH:23][C:18]([NH:1][C:2]3[N:7]=[C:6]([C:8]4[N:12]5[CH:13]=[CH:14][CH:15]=[CH:16][C:11]5=[N:10][CH:9]=4)[CH:5]=[CH:4][N:3]=3)=[CH:19][CH:20]=2)=[O:25])[CH:27]=[N:28]1. The yield is 0.0800. (2) The reactants are [Li]CCCC.Br[C:7]1[CH:12]=[CH:11][C:10]([C:13]2[CH:18]=[CH:17][C:16]([Si:19]([CH3:22])([CH3:21])[CH3:20])=[C:15]([F:23])[C:14]=2[F:24])=[C:9]([F:25])[CH:8]=1.[I:26]CCI.O. The catalyst is C1COCC1.C(OC)(C)(C)C. The product is [CH3:20][Si:19]([CH3:22])([CH3:21])[C:16]1[CH:17]=[CH:18][C:13]([C:10]2[CH:11]=[CH:12][C:7]([I:26])=[CH:8][C:9]=2[F:25])=[C:14]([F:24])[C:15]=1[F:23]. The yield is 0.840. (3) The reactants are [ClH:1].CCOCC.[CH2:7]([N:14]1[C:20](=[O:21])[CH:19]([NH:22][C:23](=[O:35])[C@@H:24]([N:26](C)[C:27](=O)OC(C)(C)C)[CH3:25])[CH2:18][S:17][C:16]2[CH:36]=[CH:37][CH:38]=[CH:39][C:15]1=2)[C:8]1[CH:13]=[CH:12][CH:11]=[CH:10][CH:9]=1. The catalyst is CO. The product is [ClH:1].[CH2:7]([N:14]1[C:20](=[O:21])[CH:19]([NH:22][C:23](=[O:35])[C@@H:24]([NH:26][CH3:27])[CH3:25])[CH2:18][S:17][C:16]2[CH:36]=[CH:37][CH:38]=[CH:39][C:15]1=2)[C:8]1[CH:9]=[CH:10][CH:11]=[CH:12][CH:13]=1. The yield is 0.830. (4) The reactants are [ClH:1].[CH2:2]([C:6]1[N:7]=[C:8]([NH2:11])[NH:9][CH:10]=1)[CH2:3][C:4]#[CH:5].[N:12]([CH2:15][C:16]1[O:17][CH:18]=[CH:19][CH:20]=1)=[N+:13]=[N-:14]. No catalyst specified. The product is [ClH:1].[O:17]1[CH:18]=[CH:19][CH:20]=[C:16]1[CH2:15][N:12]1[CH:5]=[C:4]([CH2:3][CH2:2][C:6]2[N:7]=[C:8]([NH2:11])[NH:9][CH:10]=2)[N:14]=[N:13]1. The yield is 0.720. (5) The reactants are [S:1](Cl)(Cl)=O.[Br:5][C:6]1[CH:7]=[C:8]([NH2:17])[C:9]([NH2:16])=[CH:10][C:11]=1[C:12]([F:15])([F:14])[F:13].C(N(CC)CC)C. The catalyst is ClCCl. The product is [Br:5][C:6]1[C:11]([C:12]([F:15])([F:14])[F:13])=[CH:10][C:9]2=[N:16][S:1][N:17]=[C:8]2[CH:7]=1. The yield is 0.680. (6) The yield is 0.680. The reactants are [CH3:1][O:2][C:3]1[CH:27]=[CH:26][C:6]([CH2:7][NH:8][C:9]2[S:17][C:16]3[C:11](=[N:12][CH:13]=[C:14]([N+:18]([O-])=O)[CH:15]=3)[C:10]=2[C:21]([O:23][CH2:24][CH3:25])=[O:22])=[CH:5][CH:4]=1. The catalyst is CC(O)=O.CCOC(C)=O.[Fe]. The product is [NH2:18][C:14]1[CH:15]=[C:16]2[S:17][C:9]([NH:8][CH2:7][C:6]3[CH:5]=[CH:4][C:3]([O:2][CH3:1])=[CH:27][CH:26]=3)=[C:10]([C:21]([O:23][CH2:24][CH3:25])=[O:22])[C:11]2=[N:12][CH:13]=1.